From a dataset of Forward reaction prediction with 1.9M reactions from USPTO patents (1976-2016). Predict the product of the given reaction. (1) The product is: [CH3:1][C:2]1[N:10]([CH2:11][C:12]([OH:14])=[O:13])[C:9]2[C:4](=[N:5][C:6]([CH3:17])=[CH:7][CH:8]=2)[C:3]=1[CH2:18][CH:19]1[CH2:24][CH:23]=[C:22]([S:25]([CH3:28])(=[O:27])=[O:26])[CH:21]=[CH:20]1. Given the reactants [CH3:1][C:2]1[N:10]([CH2:11][C:12]([O:14]CC)=[O:13])[C:9]2[C:4](=[N:5][C:6]([CH3:17])=[CH:7][CH:8]=2)[C:3]=1[CH2:18][C:19]1[CH:24]=[CH:23][C:22]([S:25]([CH3:28])(=[O:27])=[O:26])=[CH:21][CH:20]=1.[OH-].[Na+].C1COCC1.Cl, predict the reaction product. (2) Given the reactants [CH3:1][O:2][C:3](=[O:20])[CH2:4][CH2:5][C:6]1[N:7]=[C:8](O)[C:9]2[C:14]3[CH2:15][CH2:16][CH2:17][CH2:18][C:13]=3[S:12][C:10]=2[N:11]=1.O=P(Cl)(Cl)[Cl:23], predict the reaction product. The product is: [CH3:1][O:2][C:3](=[O:20])[CH2:4][CH2:5][C:6]1[N:7]=[C:8]([Cl:23])[C:9]2[C:14]3[CH2:15][CH2:16][CH2:17][CH2:18][C:13]=3[S:12][C:10]=2[N:11]=1. (3) Given the reactants Br[C:2]1[S:6][CH:5]=[N:4][C:3]=1[C:7]1[CH:12]=[CH:11][N:10]=[C:9]([S:13][CH3:14])[N:8]=1.[CH3:15][N:16](C=O)C, predict the reaction product. The product is: [CH3:14][S:13][C:9]1[N:8]=[C:7]([C:3]2[N:4]=[CH:5][S:6][C:2]=2[C:15]#[N:16])[CH:12]=[CH:11][N:10]=1. (4) Given the reactants CC(C)([O-])C.[Na+].[O:7]1[C:11]2([CH2:16][CH2:15][NH:14][CH2:13][CH2:12]2)[O:10][CH2:9][CH2:8]1.Br[C:18]1[CH:19]=[CH:20][C:21]([Cl:26])=[C:22]([O:24][CH3:25])[CH:23]=1, predict the reaction product. The product is: [Cl:26][C:21]1[CH:20]=[CH:19][C:18]([N:14]2[CH2:15][CH2:16][C:11]3([O:10][CH2:9][CH2:8][O:7]3)[CH2:12][CH2:13]2)=[CH:23][C:22]=1[O:24][CH3:25].